The task is: Predict the reaction yield, written as a fraction of the theoretical maximum amount of product (1.0 means a 100% yield; for example, 0.34 means a 34% yield).. This data is from Reaction yield outcomes from USPTO patents with 853,638 reactions. (1) The reactants are CCN(C(C)C)C(C)C.[C:10]1([CH2:16][CH2:17][C:18]([N:20]2[CH2:25][CH2:24][CH:23]([C:26]([OH:28])=O)[CH2:22][CH2:21]2)=[O:19])[CH:15]=[CH:14][CH:13]=[CH:12][CH:11]=1.C1C=CC2N(O)N=NC=2C=1.CCN=C=NCCCN(C)C.FC(F)(F)C(O)=O.[NH2:57][CH2:58][C:59]([N:61]1[CH2:66][CH2:65][N:64]([C:67](=[O:78])[C:68]2[CH:73]=[CH:72][CH:71]=[CH:70][C:69]=2[C:74]([F:77])([F:76])[F:75])[CH2:63][CH2:62]1)=[O:60]. The catalyst is CN(C=O)C.O. The product is [O:60]=[C:59]([N:61]1[CH2:62][CH2:63][N:64]([C:67](=[O:78])[C:68]2[CH:73]=[CH:72][CH:71]=[CH:70][C:69]=2[C:74]([F:77])([F:76])[F:75])[CH2:65][CH2:66]1)[CH2:58][NH:57][C:26]([CH:23]1[CH2:22][CH2:21][N:20]([C:18](=[O:19])[CH2:17][CH2:16][C:10]2[CH:11]=[CH:12][CH:13]=[CH:14][CH:15]=2)[CH2:25][CH2:24]1)=[O:28]. The yield is 0.269. (2) The reactants are CC1C=CC(S(Cl)(=O)=O)=CC=1.[CH2:12]([OH:18])[CH2:13][C:14]#[C:15][CH2:16][CH3:17].N1C=CC=CC=1.CC1C=CC(S(OCCC#CCC)(=O)=O)=CC=1.[O:42]=[CH:43][C:44]1[CH:52]=[CH:51][C:49](O)=[C:46]([O:47][CH3:48])[CH:45]=1. The catalyst is C(Cl)Cl. The product is [CH2:12]([O:18][C:49]1[CH:51]=[CH:52][C:44]([CH:43]=[O:42])=[CH:45][C:46]=1[O:47][CH3:48])[CH2:13][C:14]#[C:15][CH2:16][CH3:17]. The yield is 0.390. (3) The reactants are C1(C)C=CC(S(O[C@@H:11]([CH2:13]/[CH:14]=[CH:15]/[C:16]2[CH:17]=[N:18][CH:19]=[CH:20][CH:21]=2)[CH3:12])(=O)=O)=CC=1.[CH3:23][NH2:24]. The catalyst is C(O)C. The product is [CH3:23][NH:24][C@H:11]([CH2:13]/[CH:14]=[CH:15]/[C:16]1[CH:17]=[N:18][CH:19]=[CH:20][CH:21]=1)[CH3:12]. The yield is 0.240. (4) The reactants are [C:1]([O:5][C:6]([NH:8][CH2:9][C:10]1[C:11]([C:27]2[CH:32]=[CH:31][C:30]([CH3:33])=[CH:29][CH:28]=2)=[C:12]([CH2:23][C:24]([OH:26])=[O:25])[C:13]([CH2:21][CH3:22])=[N:14][C:15]=1[CH2:16][C:17]([CH3:20])([CH3:19])[CH3:18])=[O:7])([CH3:4])([CH3:3])[CH3:2].Cl[CH2:35][C:36]1[O:37][C:38](=[O:42])[O:39][C:40]=1[CH3:41].C(=O)([O-])[O-].[K+].[K+]. The catalyst is CN(C)C=O. The product is [C:1]([O:5][C:6]([NH:8][CH2:9][C:10]1[C:11]([C:27]2[CH:28]=[CH:29][C:30]([CH3:33])=[CH:31][CH:32]=2)=[C:12]([CH2:23][C:24]([O:26][CH2:35][C:36]2[O:37][C:38](=[O:42])[O:39][C:40]=2[CH3:41])=[O:25])[C:13]([CH2:21][CH3:22])=[N:14][C:15]=1[CH2:16][C:17]([CH3:19])([CH3:20])[CH3:18])=[O:7])([CH3:2])([CH3:3])[CH3:4]. The yield is 0.710. (5) The reactants are [Cl:1][C:2]1[CH:3]=[C:4]([C:9]2[O:13][N:12]=[CH:11][C:10]=2[C:14](OCC)=[O:15])[CH:5]=[C:6]([Cl:8])[CH:7]=1.[H-].C([Al+]CC(C)C)C(C)C.Cl. The catalyst is O1CCCC1. The product is [Cl:8][C:6]1[CH:5]=[C:4]([C:9]2[O:13][N:12]=[CH:11][C:10]=2[CH2:14][OH:15])[CH:3]=[C:2]([Cl:1])[CH:7]=1. The yield is 0.940.